Dataset: Forward reaction prediction with 1.9M reactions from USPTO patents (1976-2016). Task: Predict the product of the given reaction. (1) Given the reactants Cl[C:2]1[N:20]=[C:5]2[C:6]([C:10]3[CH:15]=[CH:14][C:13]([S:16]([CH3:19])(=[O:18])=[O:17])=[CH:12][CH:11]=3)=[CH:7][CH:8]=[CH:9][N:4]2[N:3]=1.[NH2:21][C:22]1[CH:23]=[C:24]([N:28]2[CH2:33][CH2:32][N:31]([CH2:34][C@H:35]([OH:37])[CH3:36])[CH2:30][CH2:29]2)[CH:25]=[CH:26][CH:27]=1.C1(P(C2CCCCC2)C2C=CC=CC=2C2C=CC=CC=2P(C2CCCCC2)C2CCCCC2)CCCCC1, predict the reaction product. The product is: [CH3:19][S:16]([C:13]1[CH:14]=[CH:15][C:10]([C:6]2[C:5]3[N:4]([N:3]=[C:2]([NH:21][C:22]4[CH:23]=[C:24]([N:28]5[CH2:29][CH2:30][N:31]([CH2:34][C@H:35]([OH:37])[CH3:36])[CH2:32][CH2:33]5)[CH:25]=[CH:26][CH:27]=4)[N:20]=3)[CH:9]=[CH:8][CH:7]=2)=[CH:11][CH:12]=1)(=[O:18])=[O:17]. (2) Given the reactants S=[C:2]1[CH2:6][S:5][C:4](=[O:7])[NH:3]1.[CH2:8]([N:10]([CH2:14][CH3:15])[CH2:11][CH2:12][NH2:13])[CH3:9].[Cl:16][C:17]1[CH:33]=[C:32]([C:34]([F:37])([F:36])[F:35])[CH:31]=[CH:30][C:18]=1[O:19][C:20]1[CH:27]=[CH:26][C:23]([CH:24]=O)=[CH:22][C:21]=1[O:28][CH3:29].[Cl-].[NH4+], predict the reaction product. The product is: [Cl:16][C:17]1[CH:33]=[C:32]([C:34]([F:35])([F:36])[F:37])[CH:31]=[CH:30][C:18]=1[O:19][C:20]1[CH:27]=[CH:26][C:23](/[CH:24]=[C:6]2/[C:2]([NH:13][CH2:12][CH2:11][N:10]([CH2:14][CH3:15])[CH2:8][CH3:9])=[N:3][C:4](=[O:7])[S:5]/2)=[CH:22][C:21]=1[O:28][CH3:29]. (3) The product is: [NH2:14][C:15]1[N:16]=[CH:17][C:18]([N:21]2[CH2:22][CH2:23][N:24]([C:27]([O:29][C:30]([CH3:33])([CH3:32])[CH3:31])=[O:28])[CH2:25][CH2:26]2)=[N:19][CH:20]=1. Given the reactants C1(C(=[N:14][C:15]2[N:16]=[CH:17][C:18]([N:21]3[CH2:26][CH2:25][N:24]([C:27]([O:29][C:30]([CH3:33])([CH3:32])[CH3:31])=[O:28])[CH2:23][CH2:22]3)=[N:19][CH:20]=2)C2C=CC=CC=2)C=CC=CC=1.C([O-])(=O)C.[Na+].Cl.NO, predict the reaction product. (4) Given the reactants [F:1][C:2]1[C:7]([S:8]([CH3:11])(=[O:10])=[O:9])=[CH:6][CH:5]=[CH:4][C:3]=1[CH:12]1[CH2:17][CH2:16][NH:15][CH2:14][CH2:13]1.C(=O)([O-])[O-].[K+].[K+].Br[CH2:25][CH2:26][CH:27]1[O:31][CH2:30][CH2:29][O:28]1.Cl, predict the reaction product. The product is: [O:28]1[CH2:29][CH2:30][O:31][CH:27]1[CH2:26][CH2:25][N:15]1[CH2:16][CH2:17][CH:12]([C:3]2[CH:4]=[CH:5][CH:6]=[C:7]([S:8]([CH3:11])(=[O:10])=[O:9])[C:2]=2[F:1])[CH2:13][CH2:14]1. (5) Given the reactants [O:1]=[C:2]1[NH:7][CH:6]=[N:5][C:4]2[N:8]([C:11]3[CH:12]=[C:13]([CH:16]=[CH:17][CH:18]=3)[CH:14]=[O:15])[N:9]=[CH:10][C:3]1=2.[BH4-].[Na+], predict the reaction product. The product is: [OH:15][CH2:14][C:13]1[CH:12]=[C:11]([N:8]2[C:4]3[N:5]=[CH:6][NH:7][C:2](=[O:1])[C:3]=3[CH:10]=[N:9]2)[CH:18]=[CH:17][CH:16]=1. (6) Given the reactants [F-].[Cs+].[OH:3][C@@H:4]([C@H:30]1[C@@H:34]([CH2:35][OH:36])[O:33][C:32]([CH3:38])([CH3:37])[O:31]1)[C:5]1[N:9]([S:10]([N:13]([CH3:15])[CH3:14])(=[O:12])=[O:11])[C:8]([C:16]([O:18][Si](C(C)C)(C(C)C)C(C)C)=[CH2:17])=[N:7][C:6]=1[CH3:29].[NH4+].[Cl-], predict the reaction product. The product is: [C:16]([C:8]1[N:9]([S:10]([N:13]([CH3:15])[CH3:14])(=[O:12])=[O:11])[C:5]([C@@H:4]([OH:3])[C@H:30]2[C@@H:34]([CH2:35][OH:36])[O:33][C:32]([CH3:37])([CH3:38])[O:31]2)=[C:6]([CH3:29])[N:7]=1)(=[O:18])[CH3:17].